This data is from Forward reaction prediction with 1.9M reactions from USPTO patents (1976-2016). The task is: Predict the product of the given reaction. (1) Given the reactants [Cl:1][C:2]1[CH:3]=[CH:4][C:5]([O:15][CH2:16][C:17]2[CH:22]=[CH:21][C:20]([F:23])=[CH:19][C:18]=2[F:24])=[C:6]([C:8](=O)[CH2:9][CH2:10][C:11](=O)[CH3:12])[CH:7]=1.[NH2:25][C:26]1[CH:31]=[CH:30][C:29]([S:32]([NH:35][C:36]([C:38]2[CH:43]=[CH:42][CH:41]=[CH:40][CH:39]=2)=[O:37])(=[O:34])=[O:33])=[CH:28][CH:27]=1.C1(C)C=CC(S(O)(=O)=O)=CC=1, predict the reaction product. The product is: [Cl:1][C:2]1[CH:3]=[CH:4][C:5]([O:15][CH2:16][C:17]2[CH:22]=[CH:21][C:20]([F:23])=[CH:19][C:18]=2[F:24])=[C:6]([C:8]2[N:25]([C:26]3[CH:27]=[CH:28][C:29]([S:32]([NH:35][C:36]([C:38]4[CH:39]=[CH:40][CH:41]=[CH:42][CH:43]=4)=[O:37])(=[O:34])=[O:33])=[CH:30][CH:31]=3)[C:11]([CH3:12])=[CH:10][CH:9]=2)[CH:7]=1. (2) Given the reactants [NH:1]1[CH:5]=[CH:4][C:3]([C:6]2[CH:7]=[CH:8][C:9]3[N:10]([CH:12]=[C:13]([C:15]([OH:17])=[O:16])[N:14]=3)[CH:11]=2)=C1.[CH:18]([Si](C(C)C)(C(C)C)N1C=CC(B(O)O)=C1)(C)[CH3:19].[NH:36]1C=CC(B(O)O)=N1, predict the reaction product. The product is: [NH:1]1[CH:5]=[CH:4][C:3]([C:6]2[CH:7]=[CH:8][C:9]3[N:10]([CH:12]=[C:13]([C:15]([O:17][CH2:18][CH3:19])=[O:16])[N:14]=3)[CH:11]=2)=[N:36]1. (3) Given the reactants [Br:1][C:2]1[C:7]([O:8][CH3:9])=[CH:6][C:5]([CH2:10]Cl)=[CH:4][C:3]=1[O:12][CH3:13].[C-:14]#[N:15].[Na+], predict the reaction product. The product is: [Br:1][C:2]1[C:7]([O:8][CH3:9])=[CH:6][C:5]([CH2:10][C:14]#[N:15])=[CH:4][C:3]=1[O:12][CH3:13]. (4) Given the reactants [CH:1]([C:3]1[S:7][C:6]([NH:8][C@@H:9]([CH:13]([CH3:15])[CH3:14])[C:10]([OH:12])=O)=[N:5][CH:4]=1)=[O:2].[NH2:16][C@H:17]([C:19]([NH:21][C@H:22]([C:24]([O:26][C:27]([CH3:30])([CH3:29])[CH3:28])=[O:25])[CH3:23])=[O:20])[CH3:18].Cl.C(Cl)CCl.ON1C2N=CC=CC=2N=N1.CN1CCOCC1, predict the reaction product. The product is: [CH:1]([C:3]1[S:7][C:6]([NH:8][CH:9]([CH:13]([CH3:15])[CH3:14])[C:10]([NH:16][C@@H:17]([CH3:18])[C:19]([NH:21][C@@H:22]([CH3:23])[C:24]([O:26][C:27]([CH3:30])([CH3:29])[CH3:28])=[O:25])=[O:20])=[O:12])=[N:5][CH:4]=1)=[O:2]. (5) Given the reactants [Cl:1][C:2]1[CH:3]=[C:4]([C:10]2([C:31]([F:34])([F:33])[F:32])[O:14][N:13]=[C:12]([C:15]3[CH:20]=[CH:19][C:18]([C:21]4([F:30])[CH2:24][N:23]([C:25](=O)[CH:26]([CH3:28])[CH3:27])[CH2:22]4)=[CH:17][CH:16]=3)[CH2:11]2)[CH:5]=[C:6]([Cl:9])[C:7]=1[F:8].COC1C=CC(P2(SP(C3C=CC(OC)=CC=3)(=S)S2)=[S:44])=CC=1, predict the reaction product. The product is: [Cl:1][C:2]1[CH:3]=[C:4]([C:10]2([C:31]([F:34])([F:33])[F:32])[O:14][N:13]=[C:12]([C:15]3[CH:20]=[CH:19][C:18]([C:21]4([F:30])[CH2:24][N:23]([C:25](=[S:44])[CH:26]([CH3:28])[CH3:27])[CH2:22]4)=[CH:17][CH:16]=3)[CH2:11]2)[CH:5]=[C:6]([Cl:9])[C:7]=1[F:8].